This data is from Peptide-MHC class I binding affinity with 185,985 pairs from IEDB/IMGT. The task is: Regression. Given a peptide amino acid sequence and an MHC pseudo amino acid sequence, predict their binding affinity value. This is MHC class I binding data. (1) The peptide sequence is LLEDWGPCA. The MHC is Patr-A0101 with pseudo-sequence Patr-A0101. The binding affinity (normalized) is 0. (2) The peptide sequence is GLSISGNLL. The MHC is HLA-A02:01 with pseudo-sequence HLA-A02:01. The binding affinity (normalized) is 0.105. (3) The peptide sequence is QAGFFLLTRI. The binding affinity (normalized) is 0.734. The MHC is Patr-B0101 with pseudo-sequence Patr-B0101.